Dataset: Full USPTO retrosynthesis dataset with 1.9M reactions from patents (1976-2016). Task: Predict the reactants needed to synthesize the given product. Given the product [C:8]([NH:16][C:17]1[CH:29]=[C:28]([N:30]2[C:34]3[CH:35]=[CH:36][CH:37]=[CH:38][C:33]=3[N:32]=[CH:31]2)[CH:27]=[CH:26][C:18]=1[C:19]([OH:21])=[O:20])(=[O:15])[C:9]1[CH:10]=[CH:11][CH:12]=[CH:13][CH:14]=1, predict the reactants needed to synthesize it. The reactants are: FC(F)(F)C(O)=O.[C:8]([NH:16][C:17]1[CH:29]=[C:28]([N:30]2[C:34]3[CH:35]=[CH:36][CH:37]=[CH:38][C:33]=3[N:32]=[CH:31]2)[CH:27]=[CH:26][C:18]=1[C:19]([O:21]C(C)(C)C)=[O:20])(=[O:15])[C:9]1[CH:14]=[CH:13][CH:12]=[CH:11][CH:10]=1.